Dataset: Full USPTO retrosynthesis dataset with 1.9M reactions from patents (1976-2016). Task: Predict the reactants needed to synthesize the given product. (1) Given the product [NH2:19][C:10]1[C:9]([C:4]2[C:3]([Cl:20])=[C:2]([NH:1][C:26](=[O:27])[C:25]3[CH:29]=[CH:30][CH:31]=[C:23]([C:22]([F:33])([F:32])[F:21])[CH:24]=3)[CH:7]=[CH:6][C:5]=2[Cl:8])=[CH:18][C:17]2[C:12](=[CH:13][CH:14]=[CH:35][CH:16]=2)[N:11]=1, predict the reactants needed to synthesize it. The reactants are: [NH2:1][C:2]1[C:3]([Cl:20])=[C:4]([C:9]2[C:10]([NH2:19])=[N:11][C:12]3[C:17]([CH:18]=2)=[CH:16]N=[CH:14][CH:13]=3)[C:5]([Cl:8])=[CH:6][CH:7]=1.[F:21][C:22]([F:33])([F:32])[C:23]1[CH:24]=[C:25]([CH:29]=[CH:30][CH:31]=1)[C:26](Cl)=[O:27].Cl[CH2:35]Cl. (2) Given the product [F:17][C:18]1[CH:23]=[CH:22][CH:21]=[C:20]2[C:19]=1[C:3]([S:4][C:5]1[CH:6]=[C:7]([CH2:11][C:12]([OH:14])=[O:13])[CH:8]=[CH:9][CH:10]=1)=[C:2]([CH3:15])[NH:24]2, predict the reactants needed to synthesize it. The reactants are: O=[C:2]([CH3:15])[CH2:3][S:4][C:5]1[CH:6]=[C:7]([CH2:11][C:12]([OH:14])=[O:13])[CH:8]=[CH:9][CH:10]=1.Cl.[F:17][C:18]1[CH:19]=[C:20]([NH:24]N)[CH:21]=[CH:22][CH:23]=1. (3) Given the product [Cl:1][C:2]1[N:11]=[C:10]([NH:14][CH2:15][C:16]2([N:20]([CH2:21][C:22]3[CH:27]=[CH:26][CH:25]=[CH:24][CH:23]=3)[CH2:28][C:29]3[CH:34]=[CH:33][CH:32]=[CH:31][CH:30]=3)[CH2:19][O:18][CH2:17]2)[C:9]2[C:4](=[CH:5][CH:6]=[C:7]([CH2:13][CH3:35])[CH:8]=2)[N:3]=1, predict the reactants needed to synthesize it. The reactants are: [Cl:1][C:2]1[N:11]=[C:10](Cl)[C:9]2[C:4](=[CH:5][CH:6]=[C:7]([CH3:13])[CH:8]=2)[N:3]=1.[NH2:14][CH2:15][C:16]1([N:20]([CH2:28][C:29]2[CH:34]=[CH:33][CH:32]=[CH:31][CH:30]=2)[CH2:21][C:22]2[CH:27]=[CH:26][CH:25]=[CH:24][CH:23]=2)[CH2:19][O:18][CH2:17]1.[CH2:35](N(CC)CC)C. (4) Given the product [CH3:77][C@H:67]1[CH2:68][N:69]([CH:73]2[CH2:76][O:75][CH2:74]2)[C@H:70]([CH3:72])[CH2:71][N:66]1[C:63]1[CH:64]=[CH:65][C:60]([NH:59][C:57]2[C:56](=[O:78])[N:55]([CH3:79])[CH:54]=[C:53]([C:52]3[CH:51]=[CH:50][N:49]=[C:48]([N:80]4[CH2:92][CH2:91][N:83]5[C:84]6[CH2:85][CH2:86][CH2:87][CH2:88][C:89]=6[CH:90]=[C:82]5[C:81]4=[O:93])[C:47]=3[CH2:46][OH:45])[CH:58]=2)=[N:61][CH:62]=1, predict the reactants needed to synthesize it. The reactants are: OCC1C(N2CCN3C4CCCCC=4C=C3C2=O)=NC=CC=1C1C=C(NC2C=C3CN(C)CCN3N=2)C(=O)N(C)C=1.C([O:45][CH2:46][C:47]1[C:48]([N:80]2[CH2:92][CH2:91][N:83]3[C:84]4[CH2:85][CH2:86][CH2:87][CH2:88][C:89]=4[CH:90]=[C:82]3[C:81]2=[O:93])=[N:49][CH:50]=[CH:51][C:52]=1[C:53]1[CH:58]=[C:57]([NH:59][C:60]2[CH:65]=[CH:64][C:63]([N:66]3[CH2:71][C@@H:70]([CH3:72])[N:69]([CH:73]4[CH2:76][O:75][CH2:74]4)[CH2:68][C@@H:67]3[CH3:77])=[CH:62][N:61]=2)[C:56](=[O:78])[N:55]([CH3:79])[CH:54]=1)(=O)C.[OH-].[Li+]. (5) Given the product [Br:1][C:2]1[CH:3]=[CH:4][C:5]([O:13][CH3:14])=[C:6]([CH:12]=1)[C:7]([O:9][CH2:10][CH3:11])=[O:8], predict the reactants needed to synthesize it. The reactants are: [Br:1][C:2]1[CH:3]=[CH:4][C:5]([OH:13])=[C:6]([CH:12]=1)[C:7]([O:9][CH2:10][CH3:11])=[O:8].[C:14](=O)([O-])[O-].[Cs+].[Cs+].IC. (6) The reactants are: [CH2:1]([N:8]([CH2:16][C:17]1[CH:22]=[CH:21][CH:20]=[CH:19][CH:18]=1)[CH:9]([CH2:14][OH:15])[C:10]([O:12][CH3:13])=[O:11])[C:2]1[CH:7]=[CH:6][CH:5]=[CH:4][CH:3]=1.S([O-])([O-])(=O)=O.[Na+].[Na+].[F:30][C:31]([F:39])(S(F)(=O)=O)C(O)=O. Given the product [CH2:16]([N:8]([CH2:1][C:2]1[CH:3]=[CH:4][CH:5]=[CH:6][CH:7]=1)[CH:9]([CH2:14][O:15][CH:31]([F:39])[F:30])[C:10]([O:12][CH3:13])=[O:11])[C:17]1[CH:18]=[CH:19][CH:20]=[CH:21][CH:22]=1, predict the reactants needed to synthesize it. (7) Given the product [F:21][C:22]1[CH:23]=[C:24]([N:28]2[C:32]3[N:33]([CH3:37])[C:34](=[O:36])[CH:35]=[C:38]([OH:40])[C:31]=3[CH:30]=[N:29]2)[CH:25]=[CH:26][CH:27]=1, predict the reactants needed to synthesize it. The reactants are: C(NC(C)C)(C)C.C([Li])CCC.[Li+].CC([N-]C(C)C)C.[F:21][C:22]1[CH:23]=[C:24]([N:28]2[C:32]([N:33]([CH3:37])[C:34](=[O:36])[CH3:35])=[C:31]([C:38]([O:40]CC)=O)[CH:30]=[N:29]2)[CH:25]=[CH:26][CH:27]=1. (8) Given the product [CH3:21][S:22]([O:13][CH2:12][CH:9]1[C:10]2[C:6](=[CH:5][CH:4]=[C:3]([C:1]#[N:2])[CH:11]=2)[CH2:7][CH2:8]1)(=[O:24])=[O:23], predict the reactants needed to synthesize it. The reactants are: [C:1]([C:3]1[CH:11]=[C:10]2[C:6]([CH2:7][CH2:8][CH:9]2[CH2:12][OH:13])=[CH:5][CH:4]=1)#[N:2].C(N(CC)CC)C.[CH3:21][S:22](Cl)(=[O:24])=[O:23].O.